From a dataset of Reaction yield outcomes from USPTO patents with 853,638 reactions. Predict the reaction yield, written as a fraction of the theoretical maximum amount of product (1.0 means a 100% yield; for example, 0.34 means a 34% yield). The reactants are [CH:1]([C:4]1[CH:9]=[CH:8][C:7]([CH:10]2[C:14]3[C:15]([CH3:29])=[C:16]([NH:21][C:22](=[O:28])[CH2:23][C:24]([CH3:27])([CH3:26])[CH3:25])[C:17]([CH3:20])=[C:18]([CH3:19])[C:13]=3[O:12][CH2:11]2)=[CH:6][CH:5]=1)([CH3:3])[CH3:2].[H-].[Na+].[CH3:32]I.O. The catalyst is CN(C=O)C. The product is [CH:1]([C:4]1[CH:9]=[CH:8][C:7]([CH:10]2[C:14]3[C:15]([CH3:29])=[C:16]([N:21]([CH3:32])[C:22](=[O:28])[CH2:23][C:24]([CH3:27])([CH3:26])[CH3:25])[C:17]([CH3:20])=[C:18]([CH3:19])[C:13]=3[O:12][CH2:11]2)=[CH:6][CH:5]=1)([CH3:2])[CH3:3]. The yield is 0.120.